Dataset: Full USPTO retrosynthesis dataset with 1.9M reactions from patents (1976-2016). Task: Predict the reactants needed to synthesize the given product. (1) Given the product [CH3:1][O:2][C:3]1[C:4](=[O:25])[C:5]([CH3:24])=[C:6]([CH2:12][C:13]2[CH:14]=[CH:15][C:16]([CH:19]=[CH:20][C:21]([NH:34][CH2:26][CH2:27][C:28]3[CH:33]=[CH:32][CH:31]=[CH:30][CH:29]=3)=[O:22])=[CH:17][CH:18]=2)[C:7](=[O:11])[C:8]=1[O:9][CH3:10], predict the reactants needed to synthesize it. The reactants are: [CH3:1][O:2][C:3]1[C:4](=[O:25])[C:5]([CH3:24])=[C:6]([CH2:12][C:13]2[CH:18]=[CH:17][C:16]([CH:19]=[CH:20][C:21](O)=[O:22])=[CH:15][CH:14]=2)[C:7](=[O:11])[C:8]=1[O:9][CH3:10].[CH2:26]([NH2:34])[CH2:27][C:28]1[CH:33]=[CH:32][CH:31]=[CH:30][CH:29]=1. (2) Given the product [C:6]([C:7]1[CH:12]=[CH:11][CH:10]=[CH:9][C:8]=1[CH2:13][C:14]([OH:16])=[O:15])#[CH:5], predict the reactants needed to synthesize it. The reactants are: C[Si]([C:5]#[C:6][C:7]1[CH:12]=[CH:11][CH:10]=[CH:9][C:8]=1[CH2:13][C:14]([O:16]C)=[O:15])(C)C.C1COCC1.CO.O.[OH-].[Li+]. (3) Given the product [CH3:30][O:31][C:32]1[CH:39]=[CH:38][CH:37]=[CH:36][C:33]=1[CH:34]=[CH:10][CH2:9][CH2:8][C:2]1[CH:3]=[CH:4][CH:5]=[CH:6][CH:7]=1, predict the reactants needed to synthesize it. The reactants are: [Br-].[C:2]1([CH2:8][CH2:9][CH2:10][P+](C2C=CC=CC=2)(C2C=CC=CC=2)C2C=CC=CC=2)[CH:7]=[CH:6][CH:5]=[CH:4][CH:3]=1.[CH3:30][O:31][C:32]1[CH:39]=[CH:38][CH:37]=[CH:36][C:33]=1[CH:34]=O. (4) Given the product [OH:4][C:5]1[CH:6]=[C:7]2[C:12](=[CH:13][CH:14]=1)[CH:11]=[C:10]([CH2:15][CH2:16]/[C:17](/[C:24]1[CH:33]=[CH:32][C:31]3[C:26](=[CH:27][CH:28]=[CH:29][CH:30]=3)[CH:25]=1)=[CH:18]\[C:19]([O:21][CH2:22][CH3:23])=[O:20])[CH:9]=[CH:8]2, predict the reactants needed to synthesize it. The reactants are: COC[O:4][C:5]1[CH:6]=[C:7]2[C:12](=[CH:13][CH:14]=1)[CH:11]=[C:10]([CH2:15][CH2:16]/[C:17](/[C:24]1[CH:33]=[CH:32][C:31]3[C:26](=[CH:27][CH:28]=[CH:29][CH:30]=3)[CH:25]=1)=[CH:18]\[C:19]([O:21][CH2:22][CH3:23])=[O:20])[CH:9]=[CH:8]2.Cl. (5) Given the product [CH:30]1([CH2:29][O:28][C:22]2[CH:23]=[CH:24][C:25]([CH3:27])=[CH:26][C:21]=2[C:20]2[C:15]3[NH:14][C:13]([CH3:33])=[C:12]([C:10]([NH:9][C@H:6]4[CH2:7][CH2:8][C@H:3]([NH:2][C:39](=[O:40])[C@@H:38]([OH:37])[CH3:42])[CH2:4][CH2:5]4)=[O:11])[C:16]=3[N:17]=[CH:18][N:19]=2)[CH2:31][CH2:32]1, predict the reactants needed to synthesize it. The reactants are: Cl.[NH2:2][C@H:3]1[CH2:8][CH2:7][C@H:6]([NH:9][C:10]([C:12]2[C:16]3[N:17]=[CH:18][N:19]=[C:20]([C:21]4[CH:26]=[C:25]([CH3:27])[CH:24]=[CH:23][C:22]=4[O:28][CH2:29][CH:30]4[CH2:32][CH2:31]4)[C:15]=3[NH:14][C:13]=2[CH3:33])=[O:11])[CH2:5][CH2:4]1.C([O:37][C@@H:38]([CH3:42])[C:39](Cl)=[O:40])(=O)C. (6) The reactants are: [CH2:1]([Li])[CH2:2][CH2:3][CH3:4].[O:6]1[C:10]2(CCC(=O)[CH2:12][CH2:11]2)[O:9][CH2:8][CH2:7]1.CC(C)=O. Given the product [C:10]([O-:9])(=[O:6])[CH3:11].[CH2:4]=[C:3]1[CH2:12][CH2:11][C:10]2([O:9][CH2:8][CH2:7][O:6]2)[CH2:1][CH2:2]1, predict the reactants needed to synthesize it. (7) Given the product [C:28]1([NH:27][C:26]([O:25][CH2:24][C:12]2([CH2:11][O:10][C:8](=[O:9])[NH:7][C:1]3[CH:2]=[CH:3][CH:4]=[CH:5][CH:6]=3)[C:21](=[O:22])[C:20]3[C:15](=[CH:16][CH:17]=[CH:18][C:19]=3[CH3:23])[S:14](=[O:36])[CH2:13]2)=[O:34])[CH:33]=[CH:32][CH:31]=[CH:30][CH:29]=1, predict the reactants needed to synthesize it. The reactants are: [C:1]1([NH:7][C:8]([O:10][CH2:11][C:12]2([CH2:24][O:25][C:26](=[O:34])[NH:27][C:28]3[CH:33]=[CH:32][CH:31]=[CH:30][CH:29]=3)[C:21](=[O:22])[C:20]3[C:15](=[CH:16][CH:17]=[CH:18][C:19]=3[CH3:23])[S:14][CH2:13]2)=[O:9])[CH:6]=[CH:5][CH:4]=[CH:3][CH:2]=1.I([O-])(=O)(=O)=[O:36].[Na+].